Dataset: Catalyst prediction with 721,799 reactions and 888 catalyst types from USPTO. Task: Predict which catalyst facilitates the given reaction. (1) Reactant: [Br:1][C:2]1[CH2:11][CH2:10][C:9]2[C:4](=[C:5]([F:12])[CH:6]=[CH:7][CH:8]=2)[C:3]=1[CH:13]=[O:14].ClC1C(=O)C(C#N)=C(C#N)C(=O)C=1Cl. Product: [Br:1][C:2]1[CH:11]=[CH:10][C:9]2[C:4](=[C:5]([F:12])[CH:6]=[CH:7][CH:8]=2)[C:3]=1[CH:13]=[O:14]. The catalyst class is: 11. (2) Reactant: [Cl:1][C:2]([Cl:15])=[CH:3][CH2:4][O:5][C:6]1[CH:11]=[C:10]([Cl:12])[C:9]([OH:13])=[C:8]([Cl:14])[CH:7]=1.O[CH2:17][CH2:18][C:19]1[S:20][CH:21]=[CH:22][CH:23]=1.C1(P(C2C=CC=CC=2)C2C=CC=CC=2)C=CC=CC=1.N(C(OC(C)C)=O)=NC(OC(C)C)=O. Product: [Cl:14][C:8]1[CH:7]=[C:6]([O:5][CH2:4][CH:3]=[C:2]([Cl:1])[Cl:15])[CH:11]=[C:10]([Cl:12])[C:9]=1[O:13][CH2:17][CH2:18][C:19]1[S:20][CH:21]=[CH:22][CH:23]=1. The catalyst class is: 7. (3) Reactant: [NH2:1][C:2]1[C:11]([F:12])=[CH:10][C:5]([C:6]([O:8][CH3:9])=[O:7])=[C:4]([F:13])[CH:3]=1.[O:14]1[CH:18]=[CH:17][CH:16]=[C:15]1[S:19](Cl)(=[O:21])=[O:20].N1C=CC=CC=1. Product: [F:13][C:4]1[CH:3]=[C:2]([NH:1][S:19]([C:15]2[O:14][CH:18]=[CH:17][CH:16]=2)(=[O:21])=[O:20])[C:11]([F:12])=[CH:10][C:5]=1[C:6]([O:8][CH3:9])=[O:7]. The catalyst class is: 34. (4) Reactant: [Br:1][C:2]1[CH:12]=[CH:11][C:5]([O:6][CH:7]2[CH2:10][NH:9][CH2:8]2)=[C:4]([O:13][CH3:14])[CH:3]=1.[C:15]1(=O)[CH2:18][CH2:17][CH2:16]1.C(O[BH-](OC(=O)C)OC(=O)C)(=O)C.[Na+].C(O)(=O)C. The catalyst class is: 68. Product: [Br:1][C:2]1[CH:12]=[CH:11][C:5]([O:6][CH:7]2[CH2:10][N:9]([CH:15]3[CH2:18][CH2:17][CH2:16]3)[CH2:8]2)=[C:4]([O:13][CH3:14])[CH:3]=1.